This data is from Full USPTO retrosynthesis dataset with 1.9M reactions from patents (1976-2016). The task is: Predict the reactants needed to synthesize the given product. (1) The reactants are: [Cl:1][C:2]1[N:10]=[C:9]([Cl:11])[C:8]([F:12])=[CH:7][C:3]=1[C:4](O)=O.S(Cl)([Cl:15])=O. Given the product [Cl:1][C:2]1[N:10]=[C:9]([Cl:11])[C:8]([F:12])=[CH:7][C:3]=1[CH2:4][Cl:15], predict the reactants needed to synthesize it. (2) Given the product [F:1][C:2]1[CH:10]=[C:9]2[C:5]([C:6]([C:11]3[CH:12]=[CH:13][C:14]([N:17]4[CH2:22][CH2:21][CH:20]([NH:23][S:34]([CH:33]=[CH2:32])(=[O:36])=[O:35])[CH2:19][CH2:18]4)=[N:15][CH:16]=3)=[CH:7][NH:8]2)=[CH:4][CH:3]=1, predict the reactants needed to synthesize it. The reactants are: [F:1][C:2]1[CH:10]=[C:9]2[C:5]([C:6]([C:11]3[CH:12]=[CH:13][C:14]([N:17]4[CH2:22][CH2:21][CH:20]([NH2:23])[CH2:19][CH2:18]4)=[N:15][CH:16]=3)=[CH:7][NH:8]2)=[CH:4][CH:3]=1.CCN(CC)CC.Cl[CH2:32][CH2:33][S:34](Cl)(=[O:36])=[O:35]. (3) Given the product [Cl:26][C:27]1[CH:28]=[C:29]([C:34]2[N:37]=[C:23]([CH:11]3[CH2:10][CH:9]([C:6]4[CH:5]=[CH:4][C:3]([CH2:1][CH3:2])=[CH:8][CH:7]=4)[CH2:14][N:13]([C:15]([N:17]4[CH2:22][CH2:21][O:20][CH2:19][CH2:18]4)=[O:16])[CH2:12]3)[O:24][N:35]=2)[CH:30]=[CH:31][C:32]=1[F:33], predict the reactants needed to synthesize it. The reactants are: [CH2:1]([C:3]1[CH:8]=[CH:7][C:6]([CH:9]2[CH2:14][N:13]([C:15]([N:17]3[CH2:22][CH2:21][O:20][CH2:19][CH2:18]3)=[O:16])[CH2:12][CH:11]([C:23](O)=[O:24])[CH2:10]2)=[CH:5][CH:4]=1)[CH3:2].[Cl:26][C:27]1[CH:28]=[C:29]([C:34](=[NH:37])[NH:35]O)[CH:30]=[CH:31][C:32]=1[F:33]. (4) Given the product [Br:35][C:36]1[C:37]([N:46]2[CH2:51][CH2:50][N:49]([CH2:52][C:53]3[CH:54]=[N:55][CH:56]=[CH:57][CH:58]=3)[CH2:48][CH2:47]2)=[C:38]2[N:43]=[C:78]([C:77]3[CH:76]=[CH:75][C:74]([N:71]4[CH2:72][CH2:73][CH:68]([OH:67])[CH2:69][CH2:70]4)=[CH:81][CH:80]=3)[NH:42][C:39]2=[N:40][CH:41]=1, predict the reactants needed to synthesize it. The reactants are: BrC1C(N2CCN(C(NC3C=CC=CC=3)=O)CC2)=C2N=C(C3C=CC(N(C)C)=CC=3)NC2=NC=1.[Br:35][C:36]1[C:37]([N:46]2[CH2:51][CH2:50][N:49]([CH2:52][C:53]3[CH:54]=[N:55][CH:56]=[CH:57][CH:58]=3)[CH2:48][CH2:47]2)=[C:38]([N+:43]([O-])=O)[C:39]([NH2:42])=[N:40][CH:41]=1.[O-]S(S([O-])=O)=O.[Na+].[Na+].[OH:67][CH:68]1[CH2:73][CH2:72][N:71]([C:74]2[CH:81]=[CH:80][C:77]([CH:78]=O)=[CH:76][CH:75]=2)[CH2:70][CH2:69]1. (5) Given the product [C:18]([C:16]1[CH:15]=[C:14]([N:22]([CH3:27])[S:23]([CH3:26])(=[O:24])=[O:25])[C:13]([O:28][CH3:29])=[C:12]([NH:11][C:2](=[O:3])[O:4][C:5]2[CH:10]=[CH:9][CH:8]=[CH:7][CH:6]=2)[CH:17]=1)([CH3:21])([CH3:19])[CH3:20], predict the reactants needed to synthesize it. The reactants are: Cl[C:2]([O:4][C:5]1[CH:10]=[CH:9][CH:8]=[CH:7][CH:6]=1)=[O:3].[NH2:11][C:12]1[C:13]([O:28][CH3:29])=[C:14]([N:22]([CH3:27])[S:23]([CH3:26])(=[O:25])=[O:24])[CH:15]=[C:16]([C:18]([CH3:21])([CH3:20])[CH3:19])[CH:17]=1.C([O-])(O)=O.[Na+].C1CCCCC1.CCOCC. (6) Given the product [O:26]=[C:23]1[CH2:24][CH2:25][N:20]([C:7]([Cl:10])=[O:6])[CH2:21][CH2:22]1, predict the reactants needed to synthesize it. The reactants are: ClC(Cl)(OC(=O)[O:6][C:7]([Cl:10])(Cl)Cl)Cl.C([N:20]1[CH2:25][CH2:24][C:23](=[O:26])[CH2:22][CH2:21]1)C1C=CC=CC=1. (7) Given the product [CH2:25]([O:24][C:18](=[O:23])/[CH:19]=[C:20](\[NH:5][CH2:4][C:3]1[C:2]([F:1])=[CH:9][CH:8]=[CH:7][C:6]=1[F:10])/[CH3:22])[CH3:26], predict the reactants needed to synthesize it. The reactants are: [F:1][C:2]1[CH:9]=[CH:8][CH:7]=[C:6]([F:10])[C:3]=1[CH2:4][NH2:5].C(OC)(OC)OC.[C:18]([O:24][CH2:25][CH3:26])(=[O:23])[CH2:19][C:20]([CH3:22])=O. (8) The reactants are: [F:1][C:2]1[C:10]([O:11][CH2:12][CH2:13][O:14][CH3:15])=[C:9]2[C:5]([CH:6]=[C:7]([C:16]3[S:17][CH:18]([CH2:21][C:22](OCC)=[O:23])[CH2:19][N:20]=3)[NH:8]2)=[CH:4][C:3]=1[O:27][C:28]1[CH:29]=[N:30][C:31]([S:34]([CH3:37])(=[O:36])=[O:35])=[CH:32][CH:33]=1.CO.[BH4-].[Li+]. Given the product [F:1][C:2]1[C:10]([O:11][CH2:12][CH2:13][O:14][CH3:15])=[C:9]2[C:5]([CH:6]=[C:7]([C:16]3[S:17][CH:18]([CH2:21][CH2:22][OH:23])[CH2:19][N:20]=3)[NH:8]2)=[CH:4][C:3]=1[O:27][C:28]1[CH:29]=[N:30][C:31]([S:34]([CH3:37])(=[O:35])=[O:36])=[CH:32][CH:33]=1, predict the reactants needed to synthesize it.